This data is from Catalyst prediction with 721,799 reactions and 888 catalyst types from USPTO. The task is: Predict which catalyst facilitates the given reaction. Reactant: Br[CH2:2][C:3]1[CH:10]=[CH:9][C:6]([C:7]#[N:8])=[CH:5][CH:4]=1.[OH:11][C:12]1[CH:17]=[CH:16][C:15]([C@@H:18]2[CH2:20][C@H:19]2[NH:21][C:22](=[O:28])[O:23][C:24]([CH3:27])([CH3:26])[CH3:25])=[CH:14][CH:13]=1.C([O-])([O-])=O.[K+].[K+].[Na+].[I-]. Product: [C:7]([C:6]1[CH:9]=[CH:10][C:3]([CH2:2][O:11][C:12]2[CH:17]=[CH:16][C:15]([C@@H:18]3[CH2:20][C@H:19]3[NH:21][C:22](=[O:28])[O:23][C:24]([CH3:26])([CH3:25])[CH3:27])=[CH:14][CH:13]=2)=[CH:4][CH:5]=1)#[N:8]. The catalyst class is: 21.